From a dataset of Forward reaction prediction with 1.9M reactions from USPTO patents (1976-2016). Predict the product of the given reaction. Given the reactants [BH4-].[Na+].[N:3]1[C:7]2[CH:8]=[CH:9][C:10]([C:12]([N:14]3[CH2:21][CH2:20][C@:19]4([CH3:24])[C@@H:22]([CH3:23])[C@H:15]3[C:16](=[O:30])[C:17]3[CH:28]=[CH:27][C:26]([OH:29])=[CH:25][C:18]=34)=[O:13])=[CH:11][C:6]=2[NH:5][CH:4]=1.Cl, predict the reaction product. The product is: [N:3]1[C:7]2[CH:8]=[CH:9][C:10]([C:12]([N:14]3[CH2:21][CH2:20][C@:19]4([CH3:24])[C@@H:22]([CH3:23])[C@H:15]3[CH:16]([OH:30])[C:17]3[CH:28]=[CH:27][C:26]([OH:29])=[CH:25][C:18]=34)=[O:13])=[CH:11][C:6]=2[NH:5][CH:4]=1.